From a dataset of Forward reaction prediction with 1.9M reactions from USPTO patents (1976-2016). Predict the product of the given reaction. Given the reactants [NH2:1][C:2]1[N:6]=[C:5]([C:7]([NH2:9])=[O:8])[NH:4][N:3]=1.N1C(C)=CC=CC=1C.FC(F)(F)S(O[Si:24]([CH2:29][CH3:30])([CH2:27][CH3:28])[CH2:25][CH3:26])(=O)=O, predict the reaction product. The product is: [NH2:1][C:2]1[N:6]=[C:5]([C:7]([NH:9][Si:24]([CH2:29][CH3:30])([CH2:27][CH3:28])[CH2:25][CH3:26])=[O:8])[NH:4][N:3]=1.